Task: Predict the product of the given reaction.. Dataset: Forward reaction prediction with 1.9M reactions from USPTO patents (1976-2016) (1) Given the reactants Cl[C:2]1[C:11]2=[N:12][N:13](CC3C=CC(OC)=CC=3)[CH:14]=[C:10]2[C:9]2[CH:8]=[C:7]([O:24][CH3:25])[CH:6]=[CH:5][C:4]=2[N:3]=1.[CH3:26][N:27]([CH3:38])[CH2:28][CH2:29][NH:30][C:31]1[N:36]=[CH:35][C:34]([NH2:37])=[CH:33][N:32]=1.Cl, predict the reaction product. The product is: [CH3:26][N:27]([CH3:38])[CH2:28][CH2:29][NH:30][C:31]1[N:32]=[CH:33][C:34]([NH:37][C:2]2[C:11]3=[N:12][NH:13][CH:14]=[C:10]3[C:9]3[CH:8]=[C:7]([O:24][CH3:25])[CH:6]=[CH:5][C:4]=3[N:3]=2)=[CH:35][N:36]=1. (2) Given the reactants Cl.[CH2:2]([C:4]1([C:10]([O:12][CH2:13][CH3:14])=[O:11])[CH2:9][CH2:8][NH:7][CH2:6][CH2:5]1)[CH3:3].Br[C:16]1[S:17][C:18]([Br:21])=[CH:19][N:20]=1.C(N(CC)CC)C.C1CCCCC1, predict the reaction product. The product is: [Br:21][C:18]1[S:17][C:16]([N:7]2[CH2:6][CH2:5][C:4]([CH2:2][CH3:3])([C:10]([O:12][CH2:13][CH3:14])=[O:11])[CH2:9][CH2:8]2)=[N:20][CH:19]=1. (3) Given the reactants [CH3:1][O:2][C:3]1[CH:4]=[C:5]2[C:10](=[CH:11][C:12]=1[O:13][CH3:14])[N:9]=[CH:8][CH:7]=[C:6]2[O:15][C:16]1[CH:22]=[CH:21][C:19]([NH2:20])=[CH:18][CH:17]=1.C1(C)C=CC=CC=1.C(N(CC)CC)C.ClC(Cl)(O[C:41](=[O:47])[O:42][C:43](Cl)(Cl)Cl)Cl.[CH3:49][O:50][C:51]1[CH:61]=[CH:60][CH:59]=[CH:58][C:52]=1[O:53][CH2:54][CH2:55]CO, predict the reaction product. The product is: [CH3:1][O:2][C:3]1[CH:4]=[C:5]2[C:10](=[CH:11][C:12]=1[O:13][CH3:14])[N:9]=[CH:8][CH:7]=[C:6]2[O:15][C:16]1[CH:22]=[CH:21][C:19]([NH:20][C:41](=[O:47])[O:42][CH2:43][CH2:55][CH2:54][O:53][C:52]2[CH:58]=[CH:59][CH:60]=[CH:61][C:51]=2[O:50][CH3:49])=[CH:18][CH:17]=1. (4) Given the reactants [Cl:1][C:2]1[CH:7]=[C:6]([N+:8]([O-])=O)[C:5]([NH:11][CH:12]2[CH2:16][CH2:15][S:14](=[O:18])(=[O:17])[CH2:13]2)=[C:4]([F:19])[CH:3]=1, predict the reaction product. The product is: [Cl:1][C:2]1[CH:7]=[C:6]([NH2:8])[C:5]([NH:11][CH:12]2[CH2:16][CH2:15][S:14](=[O:17])(=[O:18])[CH2:13]2)=[C:4]([F:19])[CH:3]=1. (5) Given the reactants [C:1]1([C:7]2[CH:14]=[CH:13][C:10]([CH:11]=O)=[CH:9][CH:8]=2)[CH:6]=[CH:5][CH:4]=[CH:3][CH:2]=1.C(=O)=O.[NH:18]([C:20]1[N:25]([CH2:26][C:27]2[CH:32]=[CH:31][C:30]([O:33][CH3:34])=[CH:29][CH:28]=2)[C:24](=[O:35])[N:23]([CH3:36])[C:22](=[O:37])[CH:21]=1)[NH2:19], predict the reaction product. The product is: [C:7]1([C:1]2[CH:6]=[CH:5][CH:4]=[CH:3][CH:2]=2)[CH:14]=[CH:13][C:10]([CH:11]=[N:19][NH:18][C:20]2[N:25]([CH2:26][C:27]3[CH:32]=[CH:31][C:30]([O:33][CH3:34])=[CH:29][CH:28]=3)[C:24](=[O:35])[N:23]([CH3:36])[C:22](=[O:37])[CH:21]=2)=[CH:9][CH:8]=1. (6) Given the reactants [NH:1]1[C:5]2=[N:6][CH:7]=[C:8]([C:10]#[N:11])[CH:9]=[C:4]2[CH:3]=[CH:2]1.Cl.[CH3:13][NH:14][CH3:15].[CH2:16]=O, predict the reaction product. The product is: [CH3:13][N:14]([CH2:16][C:3]1[C:4]2[C:5](=[N:6][CH:7]=[C:8]([C:10]#[N:11])[CH:9]=2)[NH:1][CH:2]=1)[CH3:15].